This data is from Full USPTO retrosynthesis dataset with 1.9M reactions from patents (1976-2016). The task is: Predict the reactants needed to synthesize the given product. (1) The reactants are: [CH3:1][C:2]1([CH3:14])[CH2:7][O:6][C:5]2([CH2:12][CH2:11][CH:10]([OH:13])[CH2:9][CH2:8]2)[O:4][CH2:3]1.[H-].[Na+].Cl[C:18]1[CH:25]=[CH:24][C:21]([C:22]#[N:23])=[CH:20][N:19]=1. Given the product [CH3:1][C:2]1([CH3:14])[CH2:3][O:4][C:5]2([CH2:8][CH2:9][CH:10]([O:13][C:18]3[CH:25]=[CH:24][C:21]([C:22]#[N:23])=[CH:20][N:19]=3)[CH2:11][CH2:12]2)[O:6][CH2:7]1, predict the reactants needed to synthesize it. (2) Given the product [O:1]1[C:5]2[CH:6]=[CH:7][C:8]([C:10]3[O:11][C:18]([SH:19])=[N:13][N:12]=3)=[CH:9][C:4]=2[O:3][CH2:2]1, predict the reactants needed to synthesize it. The reactants are: [O:1]1[C:5]2[CH:6]=[CH:7][C:8]([C:10]([NH:12][NH2:13])=[O:11])=[CH:9][C:4]=2[O:3][CH2:2]1.[OH-].[K+].CO.[C:18](=S)=[S:19]. (3) Given the product [Br:13][C:9]1[CH:8]=[C:3]([C:4]([O:6][CH3:7])=[O:5])[C:2]2[N:1]=[CH:15][CH:16]=[N:12][C:11]=2[CH:10]=1, predict the reactants needed to synthesize it. The reactants are: [NH2:1][C:2]1[C:11]([NH2:12])=[CH:10][C:9]([Br:13])=[CH:8][C:3]=1[C:4]([O:6][CH3:7])=[O:5].O1CCO[CH:16](O)[CH:15]1O. (4) Given the product [NH2:27][C:25]1[N:24]=[C:23]([C:28]2[CH:33]=[C:32]([Cl:34])[CH:31]=[CH:30][C:29]=2[CH3:35])[N:22]=[C:21]([NH:20][C:17]2[CH:16]=[CH:15][C:14]([CH2:13][O:12][C:10](=[O:11])[CH2:9][CH2:8][C@H:7]([NH2:36])[C:6]([OH:44])=[O:5])=[CH:19][CH:18]=2)[N:26]=1, predict the reactants needed to synthesize it. The reactants are: C([O:5][C:6](=[O:44])[CH:7]([NH:36]C(OC(C)(C)C)=O)[CH2:8][CH2:9][C:10]([O:12][CH2:13][C:14]1[CH:19]=[CH:18][C:17]([NH:20][C:21]2[N:26]=[C:25]([NH2:27])[N:24]=[C:23]([C:28]3[CH:33]=[C:32]([Cl:34])[CH:31]=[CH:30][C:29]=3[CH3:35])[N:22]=2)=[CH:16][CH:15]=1)=[O:11])(C)(C)C.C(O)(=O)C.ClCCl.Cl.